This data is from Retrosynthesis with 50K atom-mapped reactions and 10 reaction types from USPTO. The task is: Predict the reactants needed to synthesize the given product. The reactants are: CNC(=O)NC.O=C=Nc1ccccc1F. Given the product CNC(=O)N(C)C(=O)Nc1ccccc1F, predict the reactants needed to synthesize it.